Predict the reaction yield, written as a fraction of the theoretical maximum amount of product (1.0 means a 100% yield; for example, 0.34 means a 34% yield). From a dataset of Reaction yield outcomes from USPTO patents with 853,638 reactions. (1) The reactants are P([O-])(O)(O)=O.[Na+].Cl([O-])=O.[Na+].[OH:11]O.[CH3:13][O:14][C:15]1[C:16]([CH3:44])=[C:17]([C:35]([O:42][CH3:43])=[C:36]([O:40][CH3:41])[C:37]=1[O:38][CH3:39])[CH2:18][C:19]1[CH:26]=[CH:25][C:22]([CH:23]=[O:24])=[C:21]([O:27][CH2:28][C:29]2[CH:34]=[CH:33][CH:32]=[CH:31][CH:30]=2)[CH:20]=1. The catalyst is O.C(#N)C. The product is [CH3:13][O:14][C:15]1[C:16]([CH3:44])=[C:17]([C:35]([O:42][CH3:43])=[C:36]([O:40][CH3:41])[C:37]=1[O:38][CH3:39])[CH2:18][C:19]1[CH:26]=[CH:25][C:22]([C:23]([OH:11])=[O:24])=[C:21]([O:27][CH2:28][C:29]2[CH:34]=[CH:33][CH:32]=[CH:31][CH:30]=2)[CH:20]=1. The yield is 0.790. (2) The reactants are C([O:3][C:4](=[O:27])[CH2:5][N:6]1[CH:26]=[CH:25][C:10]([NH:11][C:12]([O:14][CH2:15][C:16]2[CH:24]=[CH:23][C:22]3[O:21][CH2:20][O:19][C:18]=3[CH:17]=2)=[O:13])=[N:9][C:7]1=[O:8])C.O.[OH-].[Li+].Cl. The catalyst is O1CCCC1.O. The product is [CH2:15]([O:14][C:12]([NH:11][C:10]1[CH:25]=[CH:26][N:6]([CH2:5][C:4]([OH:27])=[O:3])[C:7](=[O:8])[N:9]=1)=[O:13])[C:16]1[CH:24]=[CH:23][C:22]2[O:21][CH2:20][O:19][C:18]=2[CH:17]=1. The yield is 0.980. (3) The product is [Cl:1][C:2]1[CH:3]=[C:4]([C:8]2[C:15]([C:16]([O:18][CH2:19][CH3:20])=[O:17])=[CH:21][N:24]([CH3:23])[C:10](=[O:11])[CH:9]=2)[CH:5]=[CH:6][CH:7]=1. The yield is 0.410. The reactants are [Cl:1][C:2]1[CH:3]=[C:4]([C:8]([C:15](=[CH:21]O)[C:16]([O:18][CH2:19][CH3:20])=[O:17])=[CH:9][C:10](OCC)=[O:11])[CH:5]=[CH:6][CH:7]=1.[CH3:23][NH2:24].C1COCC1.C([O-])([O-])=O.[K+].[K+]. The catalyst is C(O)C.C(O)(=O)C. (4) The reactants are [CH3:1][O:2][C:3]([C:5]1([C:8]2[CH:13]=[CH:12][C:11]([O:14][CH3:15])=[C:10]([CH2:16]Cl)[CH:9]=2)[CH2:7][CH2:6]1)=[O:4].C([O-])([O-])=[O:19].[Na+].[Na+].Cl. The catalyst is O.[N+](CCCC)(CCCC)(CCCC)CCCC.[Br-]. The product is [CH3:1][O:2][C:3]([C:5]1([C:8]2[CH:13]=[CH:12][C:11]([O:14][CH3:15])=[C:10]([CH2:16][OH:19])[CH:9]=2)[CH2:7][CH2:6]1)=[O:4]. The yield is 0.390. (5) The reactants are C1(P(=O)(C2C=CC=CC=2)C2C=CC=CC=2)C=CC=CC=1.FC(F)(F)S(OS(C(F)(F)F)(=O)=O)(=O)=O.C([S:43][C:44]1([CH2:50][NH:51][C:52]([C:54]2[NH:58][C:57]3[C:59]([N:63]([CH3:72])[S:64]([C:67]4[S:68][CH:69]=[CH:70][CH:71]=4)(=[O:66])=[O:65])=[C:60]([CH3:62])[S:61][C:56]=3[CH:55]=2)=O)[CH2:49][CH2:48][NH:47][CH2:46][CH2:45]1)C1C=CC=CC=1. The catalyst is ClCCl. The product is [CH3:72][N:63]([C:59]1[C:57]2[NH:58][C:54]([C:52]3[S:43][C:44]4([CH2:49][CH2:48][NH:47][CH2:46][CH2:45]4)[CH2:50][N:51]=3)=[CH:55][C:56]=2[S:61][C:60]=1[CH3:62])[S:64]([C:67]1[S:68][CH:69]=[CH:70][CH:71]=1)(=[O:66])=[O:65]. The yield is 0.290. (6) The reactants are [C:1]([O:5][C:6]([NH:8][C@@H:9]([CH2:13][CH:14]1[CH2:19][CH2:18][N:17]([C:20]([O:22][C:23]([CH3:26])([CH3:25])[CH3:24])=[O:21])[CH2:16][CH2:15]1)[C:10]([OH:12])=O)=[O:7])([CH3:4])([CH3:3])[CH3:2].[NH2:27][C:28]1[CH:29]=[N:30][C:31]2[C:36]([CH:37]=1)=[CH:35][CH:34]=[CH:33][CH:32]=2.C[N+]1(C2N=C(OC)N=C(OC)N=2)CCOCC1.[Cl-]. The catalyst is C(Cl)Cl. The product is [C:1]([O:5][C:6]([NH:8][C@H:9]([C:10](=[O:12])[NH:27][C:28]1[CH:29]=[N:30][C:31]2[C:36]([CH:37]=1)=[CH:35][CH:34]=[CH:33][CH:32]=2)[CH2:13][CH:14]1[CH2:15][CH2:16][N:17]([C:20]([O:22][C:23]([CH3:26])([CH3:25])[CH3:24])=[O:21])[CH2:18][CH2:19]1)=[O:7])([CH3:4])([CH3:2])[CH3:3]. The yield is 0.700. (7) The reactants are [N:1]1[C:10]2[C:5](=[CH:6][C:7]([C:11]([OH:13])=O)=[CH:8][CH:9]=2)[N:4]=[CH:3][CH:2]=1.CN([C:17]([O:21][N:22]1N=NC2C=CC=N[C:23]1=2)=[N+](C)C)C.F[P-](F)(F)(F)(F)F.CCN(C(C)C)C(C)C.Cl.CONC. The catalyst is CN(C=O)C. The product is [CH3:17][O:21][N:22]([CH3:23])[C:11]([C:7]1[CH:6]=[C:5]2[C:10](=[CH:9][CH:8]=1)[N:1]=[CH:2][CH:3]=[N:4]2)=[O:13]. The yield is 0.800. (8) The reactants are [CH3:1][O:2][C:3]([NH:5][C:6]1([C:15]2[CH:20]=[CH:19][CH:18]=[C:17]([N+:21]([O-:23])=[O:22])[CH:16]=2)[CH2:8][CH:7]1[CH2:9][C:10](OCC)=[O:11])=[O:4].[BH4-].[Li+].[NH4+].[Cl-]. The catalyst is O1CCCC1. The product is [OH:11][CH2:10][CH2:9][CH:7]1[CH2:8][C:6]1([NH:5][C:3](=[O:4])[O:2][CH3:1])[C:15]1[CH:20]=[CH:19][CH:18]=[C:17]([N+:21]([O-:23])=[O:22])[CH:16]=1. The yield is 0.864. (9) The catalyst is C1COCC1. The product is [Br:29][C:25]1[CH:24]=[C:23]2[C:28](=[CH:27][CH:26]=1)[N:20]([S:17]([C:15]1[CH:14]=[CH:13][C:12]([O:30][CH3:31])=[C:11]([N:8]3[CH2:7][CH2:6][NH:5][CH2:10][CH2:9]3)[CH:16]=1)(=[O:19])=[O:18])[CH:21]=[CH:22]2. The yield is 0.940. The reactants are ClC(Cl)(Cl)C([N:5]1[CH2:10][CH2:9][N:8]([C:11]2[CH:16]=[C:15]([S:17]([N:20]3[C:28]4[C:23](=[CH:24][C:25]([Br:29])=[CH:26][CH:27]=4)[CH:22]=[CH:21]3)(=[O:19])=[O:18])[CH:14]=[CH:13][C:12]=2[O:30][CH3:31])[CH2:7][CH2:6]1)=O.[OH-].[K+]. (10) The reactants are Br[C:2]1[N:7]=[C:6](/[CH:8]=[C:9]2/[C:10](=[O:15])[NH:11][C:12](=[O:14])[S:13]/2)[CH:5]=[CH:4][CH:3]=1.C(N(C(C)C)CC)(C)C.[NH:25]1[CH2:30][CH2:29][CH2:28][CH2:27][CH2:26]1. The catalyst is CS(C)=O. The product is [N:25]1([C:2]2[N:7]=[C:6](/[CH:8]=[C:9]3/[C:10](=[O:15])[NH:11][C:12](=[O:14])[S:13]/3)[CH:5]=[CH:4][CH:3]=2)[CH2:30][CH2:29][CH2:28][CH2:27][CH2:26]1. The yield is 0.129.